This data is from Forward reaction prediction with 1.9M reactions from USPTO patents (1976-2016). The task is: Predict the product of the given reaction. (1) The product is: [Br:21][C:22]1[C:27]([O:28][CH3:29])=[CH:26][C:25]([NH:2][C:1]2[C:3]3[C:4](=[CH:5][C:6]([O:11][CH2:12][CH2:13][O:14][CH3:15])=[C:7]([O:9][CH3:10])[CH:8]=3)[N:16]=[CH:17][N:18]=2)=[C:24]([O:31][CH3:32])[CH:23]=1. Given the reactants [C:1]([C:3]1[CH:8]=[C:7]([O:9][CH3:10])[C:6]([O:11][CH2:12][CH2:13][O:14][CH3:15])=[CH:5][C:4]=1[N:16]=[CH:17][N:18](C)C)#[N:2].[Br:21][C:22]1[C:27]([O:28][CH3:29])=[CH:26][C:25](N)=[C:24]([O:31][CH3:32])[CH:23]=1, predict the reaction product. (2) Given the reactants [CH3:1][O:2][C:3]1([O:18][CH3:19])[CH2:8][CH2:7][C:6]([C:14](OC)=[O:15])([C:9](OCC)=[O:10])[CH2:5][CH2:4]1.[H-].[H-].[H-].[H-].[Li+].[Al+3], predict the reaction product. The product is: [CH3:19][O:18][C:3]1([O:2][CH3:1])[CH2:4][CH2:5][C:6]([CH2:9][OH:10])([CH2:14][OH:15])[CH2:7][CH2:8]1. (3) Given the reactants Cl[C:2]1[N:7]=[C:6]([CH2:8][CH2:9][C:10]2[CH:15]=[CH:14][CH:13]=[CH:12][C:11]=2[CH2:16][C:17]([NH2:19])=[O:18])[C:5]([Cl:20])=[CH:4][N:3]=1.[NH2:21][C:22]1[CH:23]=[C:24]([C:28](=[O:30])[CH3:29])[CH:25]=[CH:26][CH:27]=1, predict the reaction product. The product is: [C:28]([C:24]1[CH:23]=[C:22]([NH:21][C:2]2[N:7]=[C:6]([CH2:8][CH2:9][C:10]3[CH:15]=[CH:14][CH:13]=[CH:12][C:11]=3[CH2:16][C:17]([NH2:19])=[O:18])[C:5]([Cl:20])=[CH:4][N:3]=2)[CH:27]=[CH:26][CH:25]=1)(=[O:30])[CH3:29].